From a dataset of Forward reaction prediction with 1.9M reactions from USPTO patents (1976-2016). Predict the product of the given reaction. (1) Given the reactants BrCCBr.C[Si](Cl)(C)C.[CH3:10][C:11]1([CH3:20])[CH2:16][C:15]([CH3:18])([CH3:17])[CH2:14][C:13](=[O:19])[CH2:12]1.Br[C:22]([F:29])([F:28])[C:23]([O:25][CH2:26][CH3:27])=[O:24].[Cl-].[NH4+], predict the reaction product. The product is: [F:28][C:22]([F:29])([C:13]1([OH:19])[CH2:14][C:15]([CH3:18])([CH3:17])[CH2:16][C:11]([CH3:20])([CH3:10])[CH2:12]1)[C:23]([O:25][CH2:26][CH3:27])=[O:24]. (2) Given the reactants [CH2:1]([O:8][CH2:9][CH:10]([OH:20])[CH2:11][O:12][CH2:13][C:14]1[CH:19]=[CH:18][CH:17]=[CH:16][CH:15]=1)[C:2]1[CH:7]=[CH:6][CH:5]=[CH:4][CH:3]=1.C(N(CC)CC)C.[CH2:28]=[C:29]1[O:33][C:31](=[O:32])[CH2:30]1, predict the reaction product. The product is: [O:33]=[C:29]([CH3:28])[CH2:30][C:31]([O:20][CH:10]([CH2:9][O:8][CH2:1][C:2]1[CH:3]=[CH:4][CH:5]=[CH:6][CH:7]=1)[CH2:11][O:12][CH2:13][C:14]1[CH:19]=[CH:18][CH:17]=[CH:16][CH:15]=1)=[O:32].